This data is from Full USPTO retrosynthesis dataset with 1.9M reactions from patents (1976-2016). The task is: Predict the reactants needed to synthesize the given product. (1) Given the product [Cl:1][C:2]1[CH:25]=[C:24]([Cl:26])[CH:23]=[CH:22][C:3]=1[CH2:4][CH:5]1[CH2:9][CH2:8][N:7]([C:10]2([CH3:20])[CH2:19][CH2:18][C:13](=[O:14])[CH2:12][CH2:11]2)[C:6]1=[O:21], predict the reactants needed to synthesize it. The reactants are: [Cl:1][C:2]1[CH:25]=[C:24]([Cl:26])[CH:23]=[CH:22][C:3]=1[CH2:4][CH:5]1[CH2:9][CH2:8][N:7]([C:10]2([CH3:20])[CH2:19][CH2:18][C:13]3(OCC[O:14]3)[CH2:12][CH2:11]2)[C:6]1=[O:21].CC1C=CC(S(O)(=O)=O)=CC=1. (2) The reactants are: C([O:8][C:9](=[O:42])[C:10]([O:14][C:15]1[CH:20]=[CH:19][CH:18]=[C:17]([CH2:21][CH2:22][N:23]([CH2:35][CH2:36][CH2:37][CH2:38][CH2:39][CH2:40][CH3:41])[C:24]([NH:26][C:27]2[CH:32]=[CH:31][C:30]([F:33])=[CH:29][C:28]=2[F:34])=[O:25])[CH:16]=1)([CH3:13])[CH2:11][CH3:12])C1C=CC=CC=1. Given the product [F:34][C:28]1[CH:29]=[C:30]([F:33])[CH:31]=[CH:32][C:27]=1[NH:26][C:24](=[O:25])[N:23]([CH2:22][CH2:21][C:17]1[CH:16]=[C:15]([CH:20]=[CH:19][CH:18]=1)[O:14][C:10]([CH3:13])([CH2:11][CH3:12])[C:9]([OH:42])=[O:8])[CH2:35][CH2:36][CH2:37][CH2:38][CH2:39][CH2:40][CH3:41], predict the reactants needed to synthesize it. (3) The reactants are: C[O:2][C:3](=[O:38])[CH:4]([CH2:13][CH2:14][C:15](=[O:37])[NH:16][O:17][C:18]([C:31]1[CH:36]=[CH:35][CH:34]=[CH:33][CH:32]=1)([C:25]1[CH:30]=[CH:29][CH:28]=[CH:27][CH:26]=1)[C:19]1[CH:24]=[CH:23][CH:22]=[CH:21][CH:20]=1)[CH2:5][C:6]([O:8][C:9]([CH3:12])([CH3:11])[CH3:10])=[O:7].[OH-].[Na+]. Given the product [C:9]([O:8][C:6](=[O:7])[CH2:5][CH:4]([CH2:13][CH2:14][C:15](=[O:37])[NH:16][O:17][C:18]([C:19]1[CH:24]=[CH:23][CH:22]=[CH:21][CH:20]=1)([C:25]1[CH:30]=[CH:29][CH:28]=[CH:27][CH:26]=1)[C:31]1[CH:36]=[CH:35][CH:34]=[CH:33][CH:32]=1)[C:3]([OH:38])=[O:2])([CH3:12])([CH3:10])[CH3:11], predict the reactants needed to synthesize it.